This data is from Kir2.1 potassium channel HTS with 301,493 compounds. The task is: Binary Classification. Given a drug SMILES string, predict its activity (active/inactive) in a high-throughput screening assay against a specified biological target. (1) The molecule is S(=O)(=O)(N1CCOCC1)c1cc(NC(=O)CSc2ccccc2)c(N2CCOCC2)cc1. The result is 0 (inactive). (2) The drug is S(CC(=O)N1CCN(CC1)c1ncccc1)Cc1nc(oc1C)c1ccc(cc1)C. The result is 0 (inactive). (3) The drug is O1C(CCC1)CN(C(C(=O)NC(C)(C)C)c1ccc(OC)cc1)C(=O)CCC(=O)Nc1noc(c1)C. The result is 0 (inactive). (4) The compound is Cl\C(=C\CN1c2c(/C(=N\O)C1=O)cccc2)C. The result is 0 (inactive). (5) The drug is O(C(C)C)c1ccc(cc1)C(=O)Nc1[nH]ncn1. The result is 0 (inactive).